This data is from Reaction yield outcomes from USPTO patents with 853,638 reactions. The task is: Predict the reaction yield, written as a fraction of the theoretical maximum amount of product (1.0 means a 100% yield; for example, 0.34 means a 34% yield). (1) The reactants are [H-].[Na+].[CH3:3][O:4][C:5]([CH2:7]P(OC)(OC)=O)=[O:6].[OH:14][C:15]1[CH:20]=[CH:19][C:18]([CH:21]2[CH2:26][CH2:25][C:24](=O)[CH2:23][CH2:22]2)=[CH:17][CH:16]=1.O. The catalyst is O1CCCC1. The product is [CH3:3][O:4][C:5](=[O:6])[CH:7]=[C:24]1[CH2:23][CH2:22][CH:21]([C:18]2[CH:19]=[CH:20][C:15]([OH:14])=[CH:16][CH:17]=2)[CH2:26][CH2:25]1. The yield is 0.970. (2) The reactants are [CH3:1][O:2][C:3](=[O:23])[CH:4]([C:10]1[CH:15]=[CH:14][C:13]([NH2:16])=[C:12]([O:17][CH2:18][C:19]([F:22])([F:21])[F:20])[CH:11]=1)[CH2:5][CH:6]1[CH2:9][CH2:8][CH2:7]1.[Br:24]N1C(=O)CCC1=O.O.C(Cl)Cl. The product is [CH3:1][O:2][C:3](=[O:23])[CH:4]([C:10]1[CH:11]=[C:12]([O:17][CH2:18][C:19]([F:22])([F:21])[F:20])[C:13]([NH2:16])=[C:14]([Br:24])[CH:15]=1)[CH2:5][CH:6]1[CH2:7][CH2:8][CH2:9]1. The catalyst is C(Cl)(Cl)Cl. The yield is 0.940. (3) The product is [CH3:62][C:43]1[CH:44]=[C:45]([C:46](=[O:47])[N:48]([CH3:59])[C:49]2[CH:54]=[CH:53][C:52]([C:55]([F:56])([F:57])[F:58])=[CH:51][CH:50]=2)[CH:60]=[CH:61][C:42]=1[CH2:41][NH:40][C:35]([CH:32]1[CH2:31][CH2:30][N:29]([CH2:28][CH2:27][C:26]([CH3:25])([CH3:39])[CH3:38])[CH2:34][CH2:33]1)=[O:37]. The catalyst is ClCCl. The yield is 0.140. The reactants are C1CN([P+](Br)(N2CCCC2)N2CCCC2)CC1.F[P-](F)(F)(F)(F)F.[CH3:25][C:26]([CH3:39])([CH3:38])[CH2:27][CH2:28][N:29]1[CH2:34][CH2:33][CH:32]([C:35]([OH:37])=O)[CH2:31][CH2:30]1.[NH2:40][CH2:41][C:42]1[CH:61]=[CH:60][C:45]([C:46]([N:48]([CH3:59])[C:49]2[CH:54]=[CH:53][C:52]([C:55]([F:58])([F:57])[F:56])=[CH:51][CH:50]=2)=[O:47])=[CH:44][C:43]=1[CH3:62].CCN(C(C)C)C(C)C. (4) The reactants are [NH2:1][C:2]([CH3:6])([CH3:5])[CH2:3][OH:4].[CH:7](=O)[C:8]1[CH:13]=[CH:12][CH:11]=[CH:10][CH:9]=1.C1(C)C=CC(S(O)(=O)=O)=CC=1. The catalyst is C1C=CC=CC=1. The product is [CH2:7]([NH:1][C:2]([CH3:6])([CH3:5])[CH2:3][OH:4])[C:8]1[CH:13]=[CH:12][CH:11]=[CH:10][CH:9]=1. The yield is 0.520. (5) The reactants are Cl[C:2]1[N:11]2[N:12]=[CH:13][N:14]=[C:10]2[C:9]2[CH:8]=[C:7]([Cl:15])[CH:6]=[CH:5][C:4]=2[N:3]=1.[NH:16]1[CH2:21][CH2:20][NH:19][CH2:18][CH2:17]1. The catalyst is CCO. The product is [Cl:15][C:7]1[CH:6]=[CH:5][C:4]2[N:3]=[C:2]([N:16]3[CH2:21][CH2:20][NH:19][CH2:18][CH2:17]3)[N:11]3[N:12]=[CH:13][N:14]=[C:10]3[C:9]=2[CH:8]=1. The yield is 0.920. (6) The reactants are [CH2:1]([C:8]1[S:9][C:10](CO)=[C:11]([O:13][CH2:14][CH2:15][CH2:16][C:17]2[N:21]([CH2:22][C:23]3[CH:28]=[CH:27][C:26]([Cl:29])=[CH:25][C:24]=3[Cl:30])[N:20]=[C:19]([O:31][CH:32]([CH3:34])[CH3:33])[CH:18]=2)[N:12]=1)[C:2]1[CH:7]=[CH:6][CH:5]=[CH:4][CH:3]=1.C[C:38]([OH:42])([C:40]#N)C.C(P(CCCC)CCCC)CCC.N(C(N1CCCCC1)=O)=NC(N1CCCCC1)=[O:59]. The catalyst is O1CCCC1. The product is [CH2:1]([C:8]1[S:9][C:10]([CH2:40][C:38]([OH:42])=[O:59])=[C:11]([O:13][CH2:14][CH2:15][CH2:16][C:17]2[N:21]([CH2:22][C:23]3[CH:28]=[CH:27][C:26]([Cl:29])=[CH:25][C:24]=3[Cl:30])[N:20]=[C:19]([O:31][CH:32]([CH3:33])[CH3:34])[CH:18]=2)[N:12]=1)[C:2]1[CH:3]=[CH:4][CH:5]=[CH:6][CH:7]=1. The yield is 0.0300. (7) The reactants are [S:1]1[CH:5]=[CH:4][CH:3]=[C:2]1[C:6](Cl)=[O:7].[Cl:9][C:10]1[CH:11]=[C:12]2[C:17](=[CH:18][CH:19]=1)[N:16]([CH2:20][C:21]1[CH:26]=[CH:25][C:24]([F:27])=[CH:23][CH:22]=1)[C:15](=[O:28])[C:14]([C:29]#[N:30])=[C:13]2[N:31]1[CH2:36][CH2:35][NH:34][CH2:33][CH2:32]1. The catalyst is N1C=CC=CC=1. The product is [Cl:9][C:10]1[CH:11]=[C:12]2[C:17](=[CH:18][CH:19]=1)[N:16]([CH2:20][C:21]1[CH:22]=[CH:23][C:24]([F:27])=[CH:25][CH:26]=1)[C:15](=[O:28])[C:14]([C:29]#[N:30])=[C:13]2[N:31]1[CH2:36][CH2:35][N:34]([C:6]([C:2]2[S:1][CH:5]=[CH:4][CH:3]=2)=[O:7])[CH2:33][CH2:32]1. The yield is 0.550. (8) The reactants are Br[C:2]1[C:3]([F:17])=[C:4]2[O:8][C:7]([CH:9]3[CH2:11][CH2:10]3)=[N:6][C:5]2=[C:12]([C:15]#[N:16])[C:13]=1[CH3:14].C([Sn](CCCC)(CCCC)[C:23]1[N:24]([CH3:28])[CH:25]=[CH:26][CH:27]=1)CCC. The catalyst is C1(C)C=CC=CC=1.Cl[Pd](Cl)([P](C1C=CC=CC=1)(C1C=CC=CC=1)C1C=CC=CC=1)[P](C1C=CC=CC=1)(C1C=CC=CC=1)C1C=CC=CC=1.C(C1(C)C(O)=C(C(C)(C)C)C=CC1)(C)(C)C. The product is [CH:9]1([C:7]2[O:8][C:4]3[C:5](=[C:12]([C:15]#[N:16])[C:13]([CH3:14])=[C:2]([C:23]4[N:24]([CH3:28])[CH:25]=[CH:26][CH:27]=4)[C:3]=3[F:17])[N:6]=2)[CH2:11][CH2:10]1. The yield is 0.790. (9) The reactants are [CH3:1][O:2][C:3]1[CH:8]=[CH:7][CH:6]=[CH:5][C:4]=1[C:9]1[C:17]2[O:16][CH:15]([CH2:18][NH2:19])[CH2:14][C:13]=2[CH:12]=[CH:11][CH:10]=1.C(N(C(C)C)CC)(C)C.Cl[C:30]([O:32][CH2:33][C:34]1[CH:39]=[CH:38][CH:37]=[CH:36][CH:35]=1)=[O:31].C1(C2C3OC(CNC(=O)OCC4C=CC=CC=4)CC=3C=CC=2)CCCC1. No catalyst specified. The product is [CH2:33]([O:32][C:30](=[O:31])[NH:19][CH2:18][CH:15]1[CH2:14][C:13]2[CH:12]=[CH:11][CH:10]=[C:9]([C:4]3[CH:5]=[CH:6][CH:7]=[CH:8][C:3]=3[O:2][CH3:1])[C:17]=2[O:16]1)[C:34]1[CH:39]=[CH:38][CH:37]=[CH:36][CH:35]=1. The yield is 0.840.